This data is from Full USPTO retrosynthesis dataset with 1.9M reactions from patents (1976-2016). The task is: Predict the reactants needed to synthesize the given product. (1) Given the product [CH3:1][NH:2][C:3]([C:5]1[C:13]2[CH:12]=[C:11]3[C:14](=[CH2:36])[CH2:15][NH:16][CH2:17][CH2:18][N:19]([S:20]([CH3:23])(=[O:22])=[O:21])[C:10]3=[N:9][C:8]=2[O:7][C:6]=1[C:37]1[CH:38]=[CH:39][C:40]([F:43])=[CH:41][CH:42]=1)=[O:4], predict the reactants needed to synthesize it. The reactants are: [CH3:1][NH:2][C:3]([C:5]1[C:13]2[CH:12]=[C:11]3[C:14](=[CH2:36])[CH2:15][N:16](S(C4C=CC=CC=4[N+]([O-])=O)(=O)=O)[CH2:17][CH2:18][N:19]([S:20]([CH3:23])(=[O:22])=[O:21])[C:10]3=[N:9][C:8]=2[O:7][C:6]=1[C:37]1[CH:42]=[CH:41][C:40]([F:43])=[CH:39][CH:38]=1)=[O:4].C([O-])([O-])=O.[Cs+].[Cs+].C1(S)C=CC=CC=1.C1C=CC(P(C2C=CC=CC=2)C2C=CC=CC=2)=CC=1. (2) Given the product [O:4]=[C:5]1[CH2:10][CH2:9][N:8]([C:11]([O:13][C:14]2[CH:19]=[CH:18][CH:17]=[CH:16][CH:15]=2)=[O:12])[CH2:7][CH2:6]1, predict the reactants needed to synthesize it. The reactants are: O1[C:5]2([CH2:10][CH2:9][N:8]([C:11]([O:13][C:14]3[CH:19]=[CH:18][CH:17]=[CH:16][CH:15]=3)=[O:12])[CH2:7][CH2:6]2)[O:4]CC1.FC(F)(F)S([O-])(=O)=O.[In+3].FC(F)(F)S([O-])(=O)=O.FC(F)(F)S([O-])(=O)=O. (3) Given the product [Cl:21][C:22]1[N:27]=[CH:26][C:25]([CH2:28][NH:29][C:14]([C:12]2[S:13][C:9]([S:8][C:7]3[C:6]([Cl:20])=[CH:5][N:4]=[CH:3][C:2]=3[Cl:1])=[C:10]([N+:17]([O-:19])=[O:18])[CH:11]=2)=[O:16])=[CH:24][CH:23]=1, predict the reactants needed to synthesize it. The reactants are: [Cl:1][C:2]1[CH:3]=[N:4][CH:5]=[C:6]([Cl:20])[C:7]=1[S:8][C:9]1[S:13][C:12]([C:14]([OH:16])=O)=[CH:11][C:10]=1[N+:17]([O-:19])=[O:18].[Cl:21][C:22]1[N:27]=[CH:26][C:25]([CH2:28][NH2:29])=[CH:24][CH:23]=1. (4) Given the product [O:29]=[C:27]1[NH:26][C:25](=[O:30])[CH:24]([CH2:23][C:22]2[CH:31]=[CH:32][C:19]([O:18][CH2:17][C:15]3[N:14]([CH3:33])[C:13]4[CH:34]=[C:9]([O:8][C:7]5[CH:35]=[CH:36][C:4]([NH:3][C:44]([NH:43][C:37]6[CH:42]=[CH:41][CH:40]=[CH:39][CH:38]=6)=[S:45])=[CH:5][CH:6]=5)[CH:10]=[CH:11][C:12]=4[N:16]=3)=[CH:20][CH:21]=2)[S:28]1, predict the reactants needed to synthesize it. The reactants are: Cl.Cl.[NH2:3][C:4]1[CH:36]=[CH:35][C:7]([O:8][C:9]2[CH:10]=[CH:11][C:12]3[N:16]=[C:15]([CH2:17][O:18][C:19]4[CH:32]=[CH:31][C:22]([CH2:23][CH:24]5[S:28][C:27](=[O:29])[NH:26][C:25]5=[O:30])=[CH:21][CH:20]=4)[N:14]([CH3:33])[C:13]=3[CH:34]=2)=[CH:6][CH:5]=1.[C:37]1([N:43]=[C:44]=[S:45])[CH:42]=[CH:41][CH:40]=[CH:39][CH:38]=1.C(N(CC)CC)C. (5) Given the product [CH3:26][C:24](=[CH2:25])[CH2:23][C@@:2]1([C:27]2[CH:32]=[CH:31][CH:30]=[CH:29][CH:28]=2)[O:20][C:19](=[O:21])[N:5]([C@H:6]2[CH2:11][CH2:10][CH2:9][N:8]([C:12]([O:14][C:15]([CH3:18])([CH3:17])[CH3:16])=[O:13])[CH2:7]2)[CH2:4][CH2:3]1, predict the reactants needed to synthesize it. The reactants are: O[C:2]([C:27]1[CH:32]=[CH:31][CH:30]=[CH:29][CH:28]=1)([CH2:23][C:24]([CH3:26])=[CH2:25])[CH2:3][CH2:4][N:5]([C:19]([O:21]C)=[O:20])[C@H:6]1[CH2:11][CH2:10][CH2:9][N:8]([C:12]([O:14][C:15]([CH3:18])([CH3:17])[CH3:16])=[O:13])[CH2:7]1.[H-].[Na+]. (6) Given the product [Cl:10][C:11]1[N:19]=[CH:18][C:17]([S:20](=[O:30])(=[O:31])[NH:21][C:22]2[CH:23]=[C:24]([F:29])[CH:25]=[C:26]([F:28])[CH:27]=2)=[CH:16][C:12]=1[C:8]([NH2:6])=[O:9], predict the reactants needed to synthesize it. The reactants are: S(Cl)(Cl)=O.C[N:6]([CH:8]=[O:9])C.[Cl:10][C:11]1[N:19]=[CH:18][C:17]([S:20](=[O:31])(=[O:30])[NH:21][C:22]2[CH:27]=[C:26]([F:28])[CH:25]=[C:24]([F:29])[CH:23]=2)=[CH:16][C:12]=1C(O)=O.[OH-].[NH4+].